From a dataset of Full USPTO retrosynthesis dataset with 1.9M reactions from patents (1976-2016). Predict the reactants needed to synthesize the given product. (1) Given the product [F:1][C:2]([F:18])([F:17])[C:3]([NH:6][S:7]([C:10]1[CH:15]=[CH:14][C:13]([B:22]2[O:23][C:24]([CH3:26])([CH3:25])[C:20]([CH3:36])([CH3:19])[O:21]2)=[CH:12][N:11]=1)(=[O:9])=[O:8])([CH3:5])[CH3:4], predict the reactants needed to synthesize it. The reactants are: [F:1][C:2]([F:18])([F:17])[C:3]([NH:6][S:7]([C:10]1[CH:15]=[CH:14][C:13](Br)=[CH:12][N:11]=1)(=[O:9])=[O:8])([CH3:5])[CH3:4].[CH3:19][C:20]1([CH3:36])[C:24]([CH3:26])([CH3:25])[O:23][B:22]([B:22]2[O:23][C:24]([CH3:26])([CH3:25])[C:20]([CH3:36])([CH3:19])[O:21]2)[O:21]1.C([O-])(=O)C.[K+]. (2) Given the product [C:34]1([CH2:40][CH2:41][CH2:42][CH2:43][CH2:44][N:50]2[C:46](=[O:52])[CH:47]=[CH:48][C:49]2=[O:51])[CH:35]=[CH:36][CH:37]=[CH:38][CH:39]=1, predict the reactants needed to synthesize it. The reactants are: C1C=CC(P(C2C=CC=CC=2)C2C=CC=CC=2)=CC=1.CC(OC(/N=N/C(OC(C)C)=O)=O)C.[C:34]1([CH2:40][CH2:41][CH2:42][CH2:43][CH2:44]O)[CH:39]=[CH:38][CH:37]=[CH:36][CH:35]=1.[C:46]1(=[O:52])[NH:50][C:49](=[O:51])[CH:48]=[CH:47]1. (3) Given the product [C:1]12([C:11]3[CH:12]=[C:13]([C:19]4[CH:20]=[C:21]([CH:24]=[CH:25][CH:26]=4)[CH:22]=[C:33]4[S:27][C:28]([N:34]5[CH2:39][CH2:38][O:37][CH2:36][CH2:35]5)=[N:30][C:31]4=[O:32])[CH:14]=[C:15]([O:17][CH3:18])[CH:16]=3)[CH2:8][CH:7]3[CH2:6][CH:5]([CH2:4][CH:3]([CH2:9]3)[CH2:2]1)[CH2:10]2, predict the reactants needed to synthesize it. The reactants are: [C:1]12([C:11]3[CH:12]=[C:13]([C:19]4[CH:20]=[C:21]([CH:24]=[CH:25][CH:26]=4)[CH:22]=O)[CH:14]=[C:15]([O:17][CH3:18])[CH:16]=3)[CH2:10][CH:5]3[CH2:6][CH:7]([CH2:9][CH:3]([CH2:4]3)[CH2:2]1)[CH2:8]2.[S:27]1[CH2:33][C:31](=[O:32])[NH:30][C:28]1=S.[NH:34]1[CH2:39][CH2:38][O:37][CH2:36][CH2:35]1. (4) Given the product [CH3:51][C@H:52]1[CH2:57][CH2:56][CH2:55][C@@H:54]([CH3:58])[N:53]1[CH2:59][CH2:60][NH:61][C:6]([C:5]1[CH:9]=[CH:10][C:2]([F:1])=[C:3]([NH:11][C:12]([C:14]2[N:18]3[CH:19]=[CH:20][C:21]([C:23]4[N:24]([CH3:28])[N:25]=[CH:26][CH:27]=4)=[CH:22][C:17]3=[N:16][CH:15]=2)=[O:13])[CH:4]=1)=[O:8], predict the reactants needed to synthesize it. The reactants are: [F:1][C:2]1[CH:10]=[CH:9][C:5]([C:6]([OH:8])=O)=[CH:4][C:3]=1[NH:11][C:12]([C:14]1[N:18]2[CH:19]=[CH:20][C:21]([C:23]3[N:24]([CH3:28])[N:25]=[CH:26][CH:27]=3)=[CH:22][C:17]2=[N:16][CH:15]=1)=[O:13].CCN=C=NCCCN(C)C.Cl.C1C=CC2N(O)N=NC=2C=1.[CH3:51][C@H:52]1[CH2:57][CH2:56][CH2:55][C@@H:54]([CH3:58])[N:53]1[CH2:59][CH2:60][NH2:61].C([O-])([O-])=O.[Na+].[Na+]. (5) Given the product [CH2:26]([O:25][C:23](=[O:24])[NH:1][CH2:2][CH:3]([C:14]1[CH:19]=[CH:18][C:17]([Cl:20])=[C:16]([Cl:21])[CH:15]=1)[CH:4]([OH:5])[C:6]1[C:7]([O:12][CH3:13])=[N:8][CH:9]=[CH:10][CH:11]=1)[CH3:27], predict the reactants needed to synthesize it. The reactants are: [NH2:1][CH2:2][CH:3]([C:14]1[CH:19]=[CH:18][C:17]([Cl:20])=[C:16]([Cl:21])[CH:15]=1)[CH:4]([C:6]1[C:7]([O:12][CH3:13])=[N:8][CH:9]=[CH:10][CH:11]=1)[OH:5].Cl[C:23]([O:25][CH2:26][CH3:27])=[O:24]. (6) Given the product [C:16]([C:15]([NH:14][C:7](=[O:8])[C:6]1[CH:10]=[CH:11][C:3]([C:2]([F:13])([F:12])[F:1])=[CH:4][CH:5]=1)([CH3:31])[CH2:18][N:19]1[CH:27]=[C:26]2[C:21]([C:22]([Cl:30])=[C:23]([Cl:29])[CH:24]=[C:25]2[Cl:28])=[N:20]1)#[N:17], predict the reactants needed to synthesize it. The reactants are: [F:1][C:2]([F:13])([F:12])[C:3]1[CH:11]=[CH:10][C:6]([C:7](Cl)=[O:8])=[CH:5][CH:4]=1.[NH2:14][C:15]([CH3:31])([CH2:18][N:19]1[CH:27]=[C:26]2[C:21]([C:22]([Cl:30])=[C:23]([Cl:29])[CH:24]=[C:25]2[Cl:28])=[N:20]1)[C:16]#[N:17]. (7) Given the product [CH3:1][N:2]1[CH2:19][CH2:18][C:5]2[N:6]([CH2:14][C:15]([N:23]3[CH2:24][CH2:25][CH2:26][CH:21]([CH3:20])[CH2:22]3)=[O:17])[C:7]3[CH:8]=[CH:9][C:10]([CH3:13])=[CH:11][C:12]=3[C:4]=2[CH2:3]1, predict the reactants needed to synthesize it. The reactants are: [CH3:1][N:2]1[CH2:19][CH2:18][C:5]2[N:6]([CH2:14][C:15]([OH:17])=O)[C:7]3[CH:8]=[CH:9][C:10]([CH3:13])=[CH:11][C:12]=3[C:4]=2[CH2:3]1.[CH3:20][CH:21]1[CH2:26][CH2:25][CH2:24][NH:23][CH2:22]1.C1CCC(N=C=NC2CCCCC2)CC1. (8) Given the product [Cl:8][C:6]1[N:5]=[C:4]([C:9]2[CH:14]=[CH:13][CH:12]=[CH:11][CH:10]=2)[N:3]=[C:2]([N:30]2[CH2:31][CH2:32][CH:27]([C:25]([NH:24][CH2:23][C:18]3[CH:19]=[CH:20][CH:21]=[CH:22][C:17]=3[C:16]([F:15])([F:33])[F:34])=[O:26])[CH2:28][CH2:29]2)[CH:7]=1, predict the reactants needed to synthesize it. The reactants are: Cl[C:2]1[CH:7]=[C:6]([Cl:8])[N:5]=[C:4]([C:9]2[CH:14]=[CH:13][CH:12]=[CH:11][CH:10]=2)[N:3]=1.[F:15][C:16]([F:34])([F:33])[C:17]1[CH:22]=[CH:21][CH:20]=[CH:19][C:18]=1[CH2:23][NH:24][C:25]([CH:27]1[CH2:32][CH2:31][NH:30][CH2:29][CH2:28]1)=[O:26].[OH-].[Na+]. (9) The reactants are: [Br:1][C:2]1[CH:7]=[CH:6][C:5]([C:8]2[N:9]([CH:20]3[CH2:22][CH2:21]3)[C:10](=[O:19])[N:11]([CH2:13][C:14]([O:16]CC)=[O:15])[CH:12]=2)=[CH:4][CH:3]=1.[OH-].[K+].Cl. Given the product [Br:1][C:2]1[CH:7]=[CH:6][C:5]([C:8]2[N:9]([CH:20]3[CH2:22][CH2:21]3)[C:10](=[O:19])[N:11]([CH2:13][C:14]([OH:16])=[O:15])[CH:12]=2)=[CH:4][CH:3]=1, predict the reactants needed to synthesize it. (10) Given the product [Cl:13][C:14]1[C:19]([Cl:20])=[CH:18][CH:17]=[CH:16][C:15]=1[N:21]1[CH2:22][CH2:23][N:24]([CH2:27][CH2:28][CH2:29][CH2:30][NH:31][C:1]([N:41]2[CH2:42][CH2:43][N:38]([C:32]3[CH:37]=[CH:36][CH:35]=[CH:34][CH:33]=3)[CH2:39][CH2:40]2)=[O:2])[CH2:25][CH2:26]1, predict the reactants needed to synthesize it. The reactants are: [C:1](N1C=CN=C1)(N1C=CN=C1)=[O:2].[Cl:13][C:14]1[C:19]([Cl:20])=[CH:18][CH:17]=[CH:16][C:15]=1[N:21]1[CH2:26][CH2:25][N:24]([CH2:27][CH2:28][CH2:29][CH2:30][NH2:31])[CH2:23][CH2:22]1.[C:32]1([N:38]2[CH2:43][CH2:42][NH:41][CH2:40][CH2:39]2)[CH:37]=[CH:36][CH:35]=[CH:34][CH:33]=1.